This data is from Peptide-MHC class I binding affinity with 185,985 pairs from IEDB/IMGT. The task is: Regression. Given a peptide amino acid sequence and an MHC pseudo amino acid sequence, predict their binding affinity value. This is MHC class I binding data. (1) The peptide sequence is VIARTHTAL. The MHC is HLA-A02:03 with pseudo-sequence HLA-A02:03. The binding affinity (normalized) is 0.637. (2) The peptide sequence is YEFLQPILL. The MHC is HLA-B45:01 with pseudo-sequence HLA-B45:01. The binding affinity (normalized) is 0.230. (3) The peptide sequence is IMYNYPAML. The MHC is HLA-A02:01 with pseudo-sequence HLA-A02:01. The binding affinity (normalized) is 0.659. (4) The binding affinity (normalized) is 0.0847. The MHC is HLA-B40:02 with pseudo-sequence HLA-B40:02. The peptide sequence is SLLERGQQLGV. (5) The peptide sequence is LSKEYQDRQGK. The MHC is Mamu-A01 with pseudo-sequence Mamu-A01. The binding affinity (normalized) is 0.293. (6) The peptide sequence is LTVKHMANV. The MHC is HLA-A01:01 with pseudo-sequence HLA-A01:01. The binding affinity (normalized) is 0.0847. (7) The peptide sequence is RRPPLLPLLL. The MHC is Mamu-B03 with pseudo-sequence Mamu-B03. The binding affinity (normalized) is 0.778. (8) The peptide sequence is LVATVSIHEV. The MHC is HLA-A02:03 with pseudo-sequence HLA-A02:03. The binding affinity (normalized) is 0.846. (9) The peptide sequence is VQLVESGGGLV. The MHC is HLA-A02:03 with pseudo-sequence HLA-A02:03. The binding affinity (normalized) is 0.507.